This data is from Catalyst prediction with 721,799 reactions and 888 catalyst types from USPTO. The task is: Predict which catalyst facilitates the given reaction. (1) Reactant: N[C:2]1[C:10]([Cl:11])=[CH:9][C:5]([C:6]([OH:8])=[O:7])=[C:4]([O:12][CH3:13])[CH:3]=1.S(=O)(=O)(O)O.N([O-])=O.[Na+].[I:23]I. Product: [Cl:11][C:10]1[C:2]([I:23])=[CH:3][C:4]([O:12][CH3:13])=[C:5]([CH:9]=1)[C:6]([OH:8])=[O:7]. The catalyst class is: 6. (2) The catalyst class is: 5. Product: [OH:4][C@H:5]1[CH2:10][CH2:9][C@H:8]([NH:11][C:12]([O:14][C:15]([CH3:18])([CH3:17])[CH3:16])=[O:13])[CH:7]=[CH:6]1. Reactant: C([O:4][C@H:5]1[CH2:10][CH2:9][C@H:8]([NH:11][C:12]([O:14][C:15]([CH3:18])([CH3:17])[CH3:16])=[O:13])[CH:7]=[CH:6]1)(=O)C.C([O-])([O-])=O.[K+].[K+]. (3) Reactant: [NH2:1][C:2]1[S:3][CH:4]=[C:5]2[C:10]=1[C:9](=[O:11])[N:8]([C:12]1[CH:17]=[CH:16][C:15]([Cl:18])=[CH:14][CH:13]=1)[N:7]=[C:6]2[C:19]([NH:21][CH:22](C)C)=[O:20].N[C:26]1SC=C2C=1C(=O)N(C1C=CC(Cl)=CC=1)N=C2C(O)=O.Cl.CNC. Product: [NH2:1][C:2]1[S:3][CH:4]=[C:5]2[C:10]=1[C:9](=[O:11])[N:8]([C:12]1[CH:13]=[CH:14][C:15]([Cl:18])=[CH:16][CH:17]=1)[N:7]=[C:6]2[C:19]([N:21]([CH3:22])[CH3:26])=[O:20]. The catalyst class is: 8. (4) Reactant: [CH2:1]([O:3][C:4]1[CH:5]=[C:6]([CH:9]=[C:10]([N+:13]([O-:15])=[O:14])[C:11]=1[OH:12])[CH:7]=O)[CH3:2].[C:16]1([C:22](=O)[CH2:23][C:24]2[CH:29]=[CH:28][CH:27]=[CH:26][CH:25]=2)[CH:21]=[CH:20][CH:19]=[CH:18][CH:17]=1.[NH2:31][C:32]([NH2:34])=[S:33].Cl. Product: [CH2:1]([O:3][C:4]1[CH:5]=[C:6]([CH:7]2[C:23]([C:24]3[CH:29]=[CH:28][CH:27]=[CH:26][CH:25]=3)=[C:22]([C:16]3[CH:21]=[CH:20][CH:19]=[CH:18][CH:17]=3)[NH:34][C:32](=[S:33])[NH:31]2)[CH:9]=[C:10]([N+:13]([O-:15])=[O:14])[C:11]=1[OH:12])[CH3:2]. The catalyst class is: 8. (5) Reactant: [OH:1][CH:2]1[CH:8]([NH:9][C:10]([C@@H:12]([NH:17][C:18]([C:20]2[O:21][C:22]3[CH:28]=[CH:27][CH:26]=[CH:25][C:23]=3[CH:24]=2)=[O:19])[CH2:13][CH:14]([CH3:16])[CH3:15])=[O:11])[CH2:7][C:6]([CH3:30])([CH3:29])[CH2:5][N:4]([S:31]([C:34]2[CH:39]=[CH:38][CH:37]=[CH:36][N:35]=2)(=[O:33])=[O:32])[CH2:3]1.CC(OI1(OC(C)=O)(OC(C)=O)OC(=O)C2C=CC=CC1=2)=O. Product: [O:1]=[C:2]1[CH:8]([NH:9][C:10]([C@@H:12]([NH:17][C:18]([C:20]2[O:21][C:22]3[CH:28]=[CH:27][CH:26]=[CH:25][C:23]=3[CH:24]=2)=[O:19])[CH2:13][CH:14]([CH3:15])[CH3:16])=[O:11])[CH2:7][C:6]([CH3:29])([CH3:30])[CH2:5][N:4]([S:31]([C:34]2[CH:39]=[CH:38][CH:37]=[CH:36][N:35]=2)(=[O:32])=[O:33])[CH2:3]1. The catalyst class is: 2. (6) Reactant: [CH3:1][O:2][C:3]1[CH:8]=[CH:7][C:6]([CH2:9][C:10]#[N:11])=[C:5]([CH3:12])[CH:4]=1.[ClH:13].[H][H]. Product: [ClH:13].[CH3:1][O:2][C:3]1[CH:8]=[CH:7][C:6]([CH2:9][CH2:10][NH2:11])=[C:5]([CH3:12])[CH:4]=1. The catalyst class is: 29. (7) Reactant: [N:1]([C:4]1[S:5][C:6]([C:10]([O:12][CH2:13][CH3:14])=[O:11])=[C:7]([CH3:9])[N:8]=1)=[N+:2]=[N-:3].C(N(CC)C(C)C)(C)C.[C:24]1([CH2:30][CH2:31][CH2:32][C:33]#[CH:34])[CH:29]=[CH:28][CH:27]=[CH:26][CH:25]=1. Product: [CH3:9][C:7]1[N:8]=[C:4]([N:1]2[CH:34]=[C:33]([CH2:32][CH2:31][CH2:30][C:24]3[CH:29]=[CH:28][CH:27]=[CH:26][CH:25]=3)[N:3]=[N:2]2)[S:5][C:6]=1[C:10]([O:12][CH2:13][CH3:14])=[O:11]. The catalyst class is: 804. (8) Reactant: [C:1]([O:5][C:6]([N:8]1[CH2:13][CH2:12][CH:11]([CH2:14][NH2:15])[CH2:10][CH2:9]1)=[O:7])([CH3:4])([CH3:3])[CH3:2].C([N:23]1[CH:27]=[CH:26][N:25]=[CH:24]1)([N:23]1[CH:27]=[CH:26][N:25]=[CH:24]1)=S.N1C=CN=C1.[N+:33]([C:36]1C(N)=C(N)[CH:39]=[CH:40][CH:41]=1)([O-:35])=[O:34].C(N=C=NC(C)C)(C)C. Product: [C:1]([O:5][C:6]([N:8]1[CH2:13][CH2:12][CH:11]([CH2:14][NH:15][C:24]2[NH:23][C:27]3[CH:39]=[CH:40][CH:41]=[C:36]([N+:33]([O-:35])=[O:34])[C:26]=3[N:25]=2)[CH2:10][CH2:9]1)=[O:7])([CH3:4])([CH3:3])[CH3:2]. The catalyst class is: 10.